From a dataset of Peptide-MHC class II binding affinity with 134,281 pairs from IEDB. Regression. Given a peptide amino acid sequence and an MHC pseudo amino acid sequence, predict their binding affinity value. This is MHC class II binding data. (1) The peptide sequence is EVVNDVSTFSSGLVW. The MHC is HLA-DPA10103-DPB10401 with pseudo-sequence HLA-DPA10103-DPB10401. The binding affinity (normalized) is 0.441. (2) The peptide sequence is QYVIRAQLHVGAKQE. The MHC is DRB1_0901 with pseudo-sequence DRB1_0901. The binding affinity (normalized) is 0.564. (3) The peptide sequence is PQIIKEAINRRLRTAVLA. The MHC is DRB3_0101 with pseudo-sequence DRB3_0101. The binding affinity (normalized) is 0.